This data is from Forward reaction prediction with 1.9M reactions from USPTO patents (1976-2016). The task is: Predict the product of the given reaction. Given the reactants [Br:1][C:2]1[CH:3]=[C:4]([CH:8]=[CH:9][CH:10]=1)[C:5](Cl)=[O:6].[CH3:11][C:12]1[C:17]2[NH:18][C:19](=[O:21])[O:20][C:16]=2[CH:15]=[CH:14][CH:13]=1.[Cl-].[Cl-].[Cl-].[Al+3], predict the reaction product. The product is: [Br:1][C:2]1[CH:3]=[C:4]([CH:8]=[CH:9][CH:10]=1)[C:5]([C:14]1[CH:13]=[C:12]([CH3:11])[C:17]2[NH:18][C:19](=[O:21])[O:20][C:16]=2[CH:15]=1)=[O:6].